Dataset: Full USPTO retrosynthesis dataset with 1.9M reactions from patents (1976-2016). Task: Predict the reactants needed to synthesize the given product. (1) Given the product [CH3:36][N:33]1[CH2:34][CH2:35][N:30]([C:26]2[CH:25]=[C:24]([N:21]3[C:11]4[N:12]=[C:13]([N:15]5[CH2:16][CH2:17][O:18][CH2:19][CH2:20]5)[N:14]=[C:9]([C:5]5[CH:4]=[C:3]([OH:2])[CH:8]=[CH:7][CH:6]=5)[C:10]=4[CH2:23][CH2:22]3)[CH:29]=[CH:28][N:27]=2)[CH2:31][CH2:32]1, predict the reactants needed to synthesize it. The reactants are: C[O:2][C:3]1[CH:4]=[C:5]([C:9]2[C:10]3[CH2:23][CH2:22][N:21]([C:24]4[CH:29]=[CH:28][N:27]=[C:26]([N:30]5[CH2:35][CH2:34][N:33]([CH3:36])[CH2:32][CH2:31]5)[CH:25]=4)[C:11]=3[N:12]=[C:13]([N:15]3[CH2:20][CH2:19][O:18][CH2:17][CH2:16]3)[N:14]=2)[CH:6]=[CH:7][CH:8]=1.C([S-])C.[Na+].O. (2) Given the product [CH2:1]([O:3][C:4](=[O:10])[CH:5]([CH2:18][C:15]1[CH:16]=[CH:17][C:12]([Br:11])=[CH:13][CH:14]=1)[C:6](=[O:9])[CH2:7][CH3:8])[CH3:2], predict the reactants needed to synthesize it. The reactants are: [CH2:1]([O:3][C:4](=[O:10])[CH2:5][C:6](=[O:9])[CH2:7][CH3:8])[CH3:2].[Br:11][C:12]1[CH:17]=[CH:16][C:15]([CH2:18]Br)=[CH:14][CH:13]=1. (3) Given the product [NH2:1][C:4]1[CH:5]=[C:6]([CH:10]=[CH:11][C:12]=1[NH:13][C:14]1[CH:15]=[CH:16][CH:17]=[CH:18][CH:19]=1)[C:7]([OH:9])=[O:8], predict the reactants needed to synthesize it. The reactants are: [N+:1]([C:4]1[CH:5]=[C:6]([CH:10]=[CH:11][C:12]=1[NH:13][C:14]1[CH:19]=[CH:18][CH:17]=[CH:16][CH:15]=1)[C:7]([OH:9])=[O:8])([O-])=O.[H][H]. (4) The reactants are: [OH:1][C:2]1[N:6]([C:7]2[CH:12]=[C:11]([C:13]#[N:14])[CH:10]=[CH:9][N:8]=2)[N:5]=[CH:4][CH:3]=1.[N:15]1[CH:20]=[CH:19][C:18]([CH2:21]O)=[CH:17][CH:16]=1. Given the product [N:15]1[CH:20]=[CH:19][C:18]([CH2:21][O:1][C:2]2[N:6]([C:7]3[CH:12]=[C:11]([C:13]#[N:14])[CH:10]=[CH:9][N:8]=3)[N:5]=[CH:4][CH:3]=2)=[CH:17][CH:16]=1, predict the reactants needed to synthesize it. (5) The reactants are: [NH2:1][C@@H:2]([CH2:11][CH3:12])[C@H:3]([OH:10])[C:4](NC1CC1)=[O:5].Cl.[CH:14]1[C:23]2[C:18](=[CH:19][CH:20]=[CH:21][CH:22]=2)[CH:17]=[CH:16][C:15]=1[CH2:24][CH2:25][NH2:26]. Given the product [NH2:1][C@@H:2]([CH2:11][CH3:12])[C@H:3]([OH:10])[C:4]([NH:26][CH2:25][CH2:24][C:15]1[CH:16]=[CH:17][C:18]2[C:23](=[CH:22][CH:21]=[CH:20][CH:19]=2)[CH:14]=1)=[O:5], predict the reactants needed to synthesize it. (6) Given the product [CH2:1]([O:8][C:9]1[N:10]=[N:11][C:12]([C:23]2([C:26]3[CH:31]=[CH:30][C:29]([C:62]([F:65])([F:64])[F:63])=[CH:28][CH:27]=3)[CH2:24][CH2:25]2)=[CH:13][C:14]=1[O:15][CH2:16][C:17]1[CH:18]=[CH:19][CH:20]=[CH:21][CH:22]=1)[C:2]1[CH:3]=[CH:4][CH:5]=[CH:6][CH:7]=1, predict the reactants needed to synthesize it. The reactants are: [CH2:1]([O:8][C:9]1[N:10]=[N:11][C:12]([C:23]2([C:26]3[CH:31]=[CH:30][CH:29]=[CH:28][CH:27]=3)[CH2:25][CH2:24]2)=[CH:13][C:14]=1[O:15][CH2:16][C:17]1[CH:22]=[CH:21][CH:20]=[CH:19][CH:18]=1)[C:2]1[CH:7]=[CH:6][CH:5]=[CH:4][CH:3]=1.C(OC1N=NC(C(C2C=CC([C:62]([F:65])([F:64])[F:63])=CC=2)=C)=CC=1OCC1C=CC=CC=1)C1C=CC=CC=1.